From a dataset of Full USPTO retrosynthesis dataset with 1.9M reactions from patents (1976-2016). Predict the reactants needed to synthesize the given product. (1) Given the product [CH3:1][N:2]1[C:6]([C:7]2[CH:8]=[C:9]([C:15]([OH:17])=[O:16])[S:10][C:11]=2[CH2:12][CH2:13][CH3:14])=[C:5]([CH3:19])[CH:4]=[N:3]1, predict the reactants needed to synthesize it. The reactants are: [CH3:1][N:2]1[C:6]([C:7]2[CH:8]=[C:9]([C:15]([O:17]C)=[O:16])[S:10][C:11]=2[CH2:12][CH2:13][CH3:14])=[C:5]([CH3:19])[CH:4]=[N:3]1.[OH-].[Na+]. (2) Given the product [CH2:1]([O:3][C:4]1[N:9]=[N:8][C:7]([C:10]2[N:15]=[C:14]3[C:13]([C:19]([NH:20][C:26]4[CH:31]=[CH:30][C:29]([C:32]([F:35])([F:34])[F:33])=[CH:28][N:27]=4)=[CH:18][CH:17]=[N:16]3)=[CH:43][CH:42]=2)=[C:6]([C:21]([F:24])([F:22])[F:23])[CH:5]=1)[CH3:2], predict the reactants needed to synthesize it. The reactants are: [CH2:1]([O:3][C:4]1[N:9]=[N:8][C:7]([C:10]2[N:15]=[C:14]3[N:16]=[CH:17][CH:18]=[C:19]([NH2:20])[C:13]3=NC=2)=[C:6]([C:21]([F:24])([F:23])[F:22])[CH:5]=1)[CH3:2].Cl[C:26]1[CH:31]=[CH:30][C:29]([C:32]([F:35])([F:34])[F:33])=[CH:28][N:27]=1.C([O-])([O-])=O.[Cs+].[Cs+].[CH3:42][C:43]1(C)C2C(=C(P(C3C=CC=CC=3)C3C=CC=CC=3)C=CC=2)OC2C(P(C3C=CC=CC=3)C3C=CC=CC=3)=CC=CC1=2. (3) Given the product [F:10][C:8]([F:9])([F:11])[C:5]1[CH:6]=[CH:7][C:2]([O:1][C:19](=[O:28])[N:20]([CH3:27])[C:21]2[CH:26]=[CH:25][CH:24]=[CH:23][CH:22]=2)=[N:3][CH:4]=1, predict the reactants needed to synthesize it. The reactants are: [OH:1][C:2]1[CH:7]=[CH:6][C:5]([C:8]([F:11])([F:10])[F:9])=[CH:4][N:3]=1.[I-].C[N+]1C=CN([C:19](=[O:28])[N:20]([CH3:27])[C:21]2[CH:26]=[CH:25][CH:24]=[CH:23][CH:22]=2)C=1.C(N(CC)CC)C. (4) Given the product [Cl:1][C:2]1[N:10]=[C:9]([CH3:11])[N:8]=[C:7]2[C:3]=1[N:4]=[CH:5][N:6]2[CH:24]1[CH2:25][CH2:26][CH2:27][CH2:28][O:23]1, predict the reactants needed to synthesize it. The reactants are: [Cl:1][C:2]1[N:10]=[C:9]([CH3:11])[N:8]=[C:7]2[C:3]=1[N:4]=[CH:5][NH:6]2.C1(C)C=CC(S(O)(=O)=O)=CC=1.[O:23]1[CH:28]=[CH:27][CH2:26][CH2:25][CH2:24]1.C(=O)(O)[O-].[Na+].